This data is from Serine/threonine kinase 33 screen with 319,792 compounds. The task is: Binary Classification. Given a drug SMILES string, predict its activity (active/inactive) in a high-throughput screening assay against a specified biological target. (1) The drug is Clc1c(/C=[N+](/[O-])C2(CCCCC2=O)C)ccc(Cl)c1. The result is 0 (inactive). (2) The compound is S(=O)(=O)(Nc1ccc(NC(=O)C)cc1)c1c2c3c([nH]c(=O)c3ccc2)cc1. The result is 1 (active). (3) The molecule is S=C(N\N=C(/C1(OC(=O)C(C1)CCC)C)C)N. The result is 0 (inactive).